This data is from TCR-epitope binding with 47,182 pairs between 192 epitopes and 23,139 TCRs. The task is: Binary Classification. Given a T-cell receptor sequence (or CDR3 region) and an epitope sequence, predict whether binding occurs between them. (1) The epitope is AMFWSVPTV. The TCR CDR3 sequence is CASSYRDRDNEQYF. Result: 0 (the TCR does not bind to the epitope). (2) The epitope is NYSGVVTTVMF. The TCR CDR3 sequence is CASSFARAGDKNIQYF. Result: 0 (the TCR does not bind to the epitope). (3) The epitope is HTTDPSFLGRY. The TCR CDR3 sequence is CASRETRSEYNEQFF. Result: 1 (the TCR binds to the epitope). (4) Result: 1 (the TCR binds to the epitope). The TCR CDR3 sequence is CASSLPDRAGEKLFF. The epitope is CINGVCWTV.